Dataset: Peptide-MHC class II binding affinity with 134,281 pairs from IEDB. Task: Regression. Given a peptide amino acid sequence and an MHC pseudo amino acid sequence, predict their binding affinity value. This is MHC class II binding data. (1) The MHC is DRB1_1101 with pseudo-sequence DRB1_1101. The binding affinity (normalized) is 0. The peptide sequence is GAKRIPVDVSEGDIV. (2) The binding affinity (normalized) is 0.364. The peptide sequence is FLRSVFANSLVYGAS. The MHC is DRB1_1101 with pseudo-sequence DRB1_1101. (3) The peptide sequence is QITKIQNFRVYYRDSRDPIW. The MHC is DRB1_1001 with pseudo-sequence DRB1_1001. The binding affinity (normalized) is 0.648. (4) The MHC is DRB1_1101 with pseudo-sequence DRB1_1101. The peptide sequence is SMSLFEVDQTKIQYV. The binding affinity (normalized) is 0.525.